This data is from Full USPTO retrosynthesis dataset with 1.9M reactions from patents (1976-2016). The task is: Predict the reactants needed to synthesize the given product. (1) Given the product [Br:11][C:12]1[CH:13]=[CH:14][C:15]([Cl:20])=[C:16]([CH2:17][C:7]2[S:6][C:5]3[CH:9]=[CH:10][C:2]([CH3:1])=[CH:3][C:4]=3[CH:8]=2)[CH:19]=1, predict the reactants needed to synthesize it. The reactants are: [CH3:1][C:2]1[CH:10]=[CH:9][C:5]2[S:6][CH:7]=[CH:8][C:4]=2[CH:3]=1.[Br:11][C:12]1[CH:13]=[CH:14][C:15]([Cl:20])=[C:16]([CH:19]=1)[CH:17]=O. (2) Given the product [CH:1]1([CH2:4][N:5]2[CH2:27][C@@H:26]([CH2:28][O:29][CH3:31])[N:8]3[C:9]4[CH:10]=[CH:11][C:12]([O:16][CH:17]5[CH2:18][CH2:19][N:20]([CH:23]([CH3:25])[CH3:24])[CH2:21][CH2:22]5)=[CH:13][C:14]=4[CH:15]=[C:7]3[C:6]2=[O:30])[CH2:3][CH2:2]1, predict the reactants needed to synthesize it. The reactants are: [CH:1]1([CH2:4][N:5]2[CH2:27][C@@H:26]([CH2:28][OH:29])[N:8]3[C:9]4[CH:10]=[CH:11][C:12]([O:16][CH:17]5[CH2:22][CH2:21][N:20]([CH:23]([CH3:25])[CH3:24])[CH2:19][CH2:18]5)=[CH:13][C:14]=4[CH:15]=[C:7]3[C:6]2=[O:30])[CH2:3][CH2:2]1.[CH3:31]I.[H-].[Na+]. (3) The reactants are: [CH3:1][N:2]1[C:6]2[CH:7]=[CH:8][C:9]([C:11]([OH:13])=O)=[CH:10][C:5]=2[N:4]=[N:3]1.CCN=C=NCCCN(C)C.Cl.[CH3:26][C:27]1([CH3:35])[O:32][C:31](=[O:33])[CH2:30][C:29](=[O:34])[O:28]1. Given the product [CH3:26][C:27]1([CH3:35])[O:32][C:31](=[O:33])[CH:30]([C:11]([C:9]2[CH:8]=[CH:7][C:6]3[N:2]([CH3:1])[N:3]=[N:4][C:5]=3[CH:10]=2)=[O:13])[C:29](=[O:34])[O:28]1, predict the reactants needed to synthesize it.